From a dataset of Full USPTO retrosynthesis dataset with 1.9M reactions from patents (1976-2016). Predict the reactants needed to synthesize the given product. (1) Given the product [NH2:1][C:2]1[C:3]2[C:10]([C:28]#[CH:29])=[CH:9][N:8]([C@H:12]3[C@:16]([C:18]#[CH:19])([OH:17])[C@H:15]([OH:20])[C@@H:14]([CH2:21][OH:22])[O:13]3)[C:4]=2[N:5]=[CH:6][N:7]=1, predict the reactants needed to synthesize it. The reactants are: [NH2:1][C:2]1[C:3]2[C:10](I)=[CH:9][N:8]([C@H:12]3[C@:16]([C:18]#[CH:19])([OH:17])[C@H:15]([OH:20])[C@@H:14]([CH2:21][OH:22])[O:13]3)[C:4]=2[N:5]=[CH:6][N:7]=1.CN(C=O)C.[CH2:28](N(CC)CC)[CH3:29].C[Si](C#C)(C)C. (2) Given the product [F:1][C:2]1[CH:21]=[CH:20][CH:19]=[CH:18][C:3]=1[CH2:4][N:5]1[C:9]2=[N:10][CH:11]=[CH:12][CH:13]=[C:8]2[C:7]([C:14]2[O:15][C:25](=[O:26])[NH:17][N:16]=2)=[N:6]1, predict the reactants needed to synthesize it. The reactants are: [F:1][C:2]1[CH:21]=[CH:20][CH:19]=[CH:18][C:3]=1[CH2:4][N:5]1[C:9]2=[N:10][CH:11]=[CH:12][CH:13]=[C:8]2[C:7]([C:14]([NH:16][NH2:17])=[O:15])=[N:6]1.O.C1C[O:26][CH2:25]C1. (3) Given the product [Br-:15].[CH2:8]([N+:3]1[CH:4]=[CH:5][CH:6]=[CH:7][C:2]=1[CH3:1])[C:9]1[CH:14]=[CH:13][CH:12]=[CH:11][CH:10]=1, predict the reactants needed to synthesize it. The reactants are: [CH3:1][C:2]1[CH:7]=[CH:6][CH:5]=[CH:4][N:3]=1.[CH2:8]([Br:15])[C:9]1[CH:14]=[CH:13][CH:12]=[CH:11][CH:10]=1. (4) Given the product [CH3:22][O:21][C:18]1[CH:19]=[C:20]2[C:15](=[CH:16][C:17]=1[O:23][CH3:24])[N:14]([CH3:25])[CH:13]=[C:12]2[C:10]1[N:9]([S:26]([C:29]2[CH:30]=[CH:31][C:32]([CH3:35])=[CH:33][CH:34]=2)(=[O:28])=[O:27])[C:5]2=[N:6][CH:7]=[CH:8][C:3]([CH2:2][N:40]3[CH2:41][CH2:42][N:37]([CH3:36])[CH2:38][CH2:39]3)=[C:4]2[CH:11]=1, predict the reactants needed to synthesize it. The reactants are: Cl[CH2:2][C:3]1[CH:8]=[CH:7][N:6]=[C:5]2[N:9]([S:26]([C:29]3[CH:34]=[CH:33][C:32]([CH3:35])=[CH:31][CH:30]=3)(=[O:28])=[O:27])[C:10]([C:12]3[C:20]4[C:15](=[CH:16][C:17]([O:23][CH3:24])=[C:18]([O:21][CH3:22])[CH:19]=4)[N:14]([CH3:25])[CH:13]=3)=[CH:11][C:4]=12.[CH3:36][N:37]1[CH2:42][CH2:41][NH:40][CH2:39][CH2:38]1.